The task is: Predict the reaction yield, written as a fraction of the theoretical maximum amount of product (1.0 means a 100% yield; for example, 0.34 means a 34% yield).. This data is from Reaction yield outcomes from USPTO patents with 853,638 reactions. (1) The reactants are [CH3:1][N:2]1[CH2:7][CH2:6][NH:5][CH2:4][CH2:3]1.[C:8]([NH:11][C:12]1[S:13][C:14]([S:18](Cl)(=[O:20])=[O:19])=[C:15]([CH3:17])[N:16]=1)(=[O:10])[CH3:9].C([N:24](CC)CC)C. The catalyst is C1COCC1. The product is [CH3:1][N:2]1[CH2:7][CH2:6][N:5]([NH:24][S:18]([C:14]2[S:13][C:12]([NH:11][C:8](=[O:10])[CH3:9])=[N:16][C:15]=2[CH3:17])(=[O:20])=[O:19])[CH2:4][CH2:3]1. The yield is 0.740. (2) The reactants are Cl.[CH3:2][C:3]1[C:7]([CH2:8][N:9]2[CH:13]=[C:12]([NH2:14])[CH:11]=[N:10]2)=[C:6]([CH3:15])[O:5][N:4]=1.[C:16]1([CH:22]([CH3:26])[C:23](O)=[O:24])[CH:21]=[CH:20][CH:19]=[CH:18][CH:17]=1.C(N(CC)CC)C.C(Cl)CCl. The catalyst is CN(C1C=CN=CC=1)C.C(Cl)Cl.Cl. The product is [CH3:2][C:3]1[C:7]([CH2:8][N:9]2[CH:13]=[C:12]([NH:14][C:23](=[O:24])[CH:22]([C:16]3[CH:21]=[CH:20][CH:19]=[CH:18][CH:17]=3)[CH3:26])[CH:11]=[N:10]2)=[C:6]([CH3:15])[O:5][N:4]=1. The yield is 0.810.